From a dataset of Full USPTO retrosynthesis dataset with 1.9M reactions from patents (1976-2016). Predict the reactants needed to synthesize the given product. (1) Given the product [C:1]([Cl:12])(=[O:11])[CH:2]=[CH:3][C:4]1[CH:9]=[CH:8][CH:7]=[CH:6][CH:5]=1, predict the reactants needed to synthesize it. The reactants are: [C:1]([OH:11])(=O)[CH:2]=[CH:3][C:4]1[CH:9]=[CH:8][CH:7]=[CH:6][CH:5]=1.[Cl:12]CCl.C(Cl)(=O)C(Cl)=O. (2) Given the product [NH2:9][C:3]1[N:4]=[CH:5][N:6]=[C:7]([O:17][C:13]2[CH:12]=[C:11]([NH:10][C:40](=[O:43])[CH:41]=[CH2:42])[CH:16]=[CH:15][CH:14]=2)[C:2]=1[C:26]1[CH:38]=[CH:37][C:29]([O:30][C:31]2[CH:36]=[CH:35][CH:34]=[CH:33][N:32]=2)=[CH:28][CH:27]=1, predict the reactants needed to synthesize it. The reactants are: Cl[C:2]1[C:3]([NH2:9])=[N:4][CH:5]=[N:6][C:7]=1Cl.[NH2:10][C:11]1[CH:12]=[C:13]([OH:17])[CH:14]=[CH:15][CH:16]=1.CC1(C)C(C)(C)OB([C:26]2[CH:38]=[CH:37][C:29]([O:30][C:31]3[CH:36]=[CH:35][CH:34]=[CH:33][N:32]=3)=[CH:28][CH:27]=2)O1.[C:40](Cl)(=[O:43])[CH:41]=[CH2:42]. (3) Given the product [C:34]([O:38][C:39](=[O:46])[NH:40][C@@H:41]([CH:44]=[CH2:45])[CH2:42][N:54]1[C:50]2[N:51]=[CH:52][N:53]=[C:48]([Cl:47])[C:49]=2[C:56]([I:57])=[CH:55]1)([CH3:37])([CH3:36])[CH3:35], predict the reactants needed to synthesize it. The reactants are: N(C(OC(C)C)=O)=NC(OC(C)C)=O.C1(P(C2C=CC=CC=2)C2C=CC=CC=2)C=CC=CC=1.[C:34]([O:38][C:39](=[O:46])[NH:40][C@@H:41]([CH:44]=[CH2:45])[CH2:42]O)([CH3:37])([CH3:36])[CH3:35].[Cl:47][C:48]1[C:49]2[C:56]([I:57])=[CH:55][NH:54][C:50]=2[N:51]=[CH:52][N:53]=1. (4) Given the product [CH2:1]([O:4][N:5]([C@@H:18]1[C:19]([CH3:40])=[CH:20][C@@H:21]([CH2:31][O:32][Si:33]([C:36]([CH3:39])([CH3:38])[CH3:37])([CH3:34])[CH3:35])[NH:22][CH2:23]1)[S:6]([C:9]1[CH:14]=[CH:13][CH:12]=[CH:11][C:10]=1[N+:15]([O-:17])=[O:16])(=[O:8])=[O:7])[CH:2]=[CH2:3], predict the reactants needed to synthesize it. The reactants are: [CH2:1]([O:4][N:5]([C@H:18]1[CH2:23][N:22](C(OC(C)(C)C)=O)[C@H:21]([CH2:31][O:32][Si:33]([C:36]([CH3:39])([CH3:38])[CH3:37])([CH3:35])[CH3:34])[CH:20]=[C:19]1[CH3:40])[S:6]([C:9]1[CH:14]=[CH:13][CH:12]=[CH:11][C:10]=1[N+:15]([O-:17])=[O:16])(=[O:8])=[O:7])[CH:2]=[CH2:3]. (5) Given the product [C:1]([O:5][C:6](=[O:21])[NH:7][CH2:8][CH:9]([O:20][Si:42]([C:45]([CH3:48])([CH3:47])[CH3:46])([CH3:44])[CH3:43])[CH2:10][C:11]([C:13]1[CH:18]=[CH:17][CH:16]=[CH:15][C:14]=1[Cl:19])=[O:12])([CH3:4])([CH3:2])[CH3:3], predict the reactants needed to synthesize it. The reactants are: [C:1]([O:5][C:6](=[O:21])[NH:7][CH2:8][CH:9]([OH:20])[CH2:10][C:11]([C:13]1[CH:18]=[CH:17][CH:16]=[CH:15][C:14]=1[Cl:19])=[O:12])([CH3:4])([CH3:3])[CH3:2].N1C=CN=C1.FC(F)(F)C1CCC(C(C)C)C(S(O[Si:42]([C:45]([CH3:48])([CH3:47])[CH3:46])([CH3:44])[CH3:43])(=O)=O)C1. (6) The reactants are: [N+:1]([C:4]1[CH:12]=[CH:11][CH:10]=[C:9]2[C:5]=1[CH:6]=[CH:7][NH:8]2)([O-:3])=[O:2].[OH-].[Na+].[C:15]1([S:25](Cl)(=[O:27])=[O:26])[C:24]2[C:19](=[CH:20][CH:21]=[CH:22][CH:23]=2)[CH:18]=[CH:17][CH:16]=1. Given the product [C:15]1([S:25]([N:8]2[C:9]3[C:5](=[C:4]([N+:1]([O-:3])=[O:2])[CH:12]=[CH:11][CH:10]=3)[CH:6]=[CH:7]2)(=[O:27])=[O:26])[C:24]2[C:19](=[CH:20][CH:21]=[CH:22][CH:23]=2)[CH:18]=[CH:17][CH:16]=1, predict the reactants needed to synthesize it.